Dataset: Forward reaction prediction with 1.9M reactions from USPTO patents (1976-2016). Task: Predict the product of the given reaction. (1) Given the reactants [NH2:1][C:2]1[CH:7]=[C:6]2[O:8][CH2:9][O:10][C:5]2=[CH:4][C:3]=1[C:11]1[CH:12]=[C:13]2[C:18](=[CH:19][CH:20]=1)[CH:17]=[C:16]([O:21][CH3:22])[C:15]([O:23][CH3:24])=[CH:14]2.[N:25]([O-])=O.[Na+].O.C(OCC)(=O)C, predict the reaction product. The product is: [CH3:22][O:21][C:16]1[C:15]([O:23][CH3:24])=[CH:14][C:13]2[C:18]([CH:17]=1)=[CH:19][CH:20]=[C:11]1[C:12]=2[N:25]=[N:1][C:2]2[CH:7]=[C:6]3[O:8][CH2:9][O:10][C:5]3=[CH:4][C:3]1=2. (2) Given the reactants [Br:1][C:2]1[CH:3]=[C:4]([O:12][CH3:13])[C:5]([CH2:10]Br)=[C:6]([CH2:8]Br)[CH:7]=1.C(=O)([O-])[O-].[K+].[K+].[C:20]([NH2:39])([C:33]1[CH:38]=[CH:37][CH:36]=[CH:35][CH:34]=1)([C:27]1[CH:32]=[CH:31][CH:30]=[CH:29][CH:28]=1)[C:21]1[CH:26]=[CH:25][CH:24]=[CH:23][CH:22]=1.O, predict the reaction product. The product is: [Br:1][C:2]1[CH:7]=[C:6]2[C:5]([CH2:10][N:39]([C:20]([C:21]3[CH:26]=[CH:25][CH:24]=[CH:23][CH:22]=3)([C:33]3[CH:34]=[CH:35][CH:36]=[CH:37][CH:38]=3)[C:27]3[CH:28]=[CH:29][CH:30]=[CH:31][CH:32]=3)[CH2:8]2)=[C:4]([O:12][CH3:13])[CH:3]=1. (3) Given the reactants [Cl:1][C:2]1[CH:10]=[CH:9][C:8]([C:11]2[S:15][CH:14]=[N:13][CH:12]=2)=[CH:7][C:3]=1[C:4]([NH2:6])=[O:5].FC1C=CC([O:23][C:24](=O)[NH:25][C:26]2[S:27][C:28]3[CH:34]=[C:33]([S:35]([CH3:38])(=[O:37])=[O:36])[CH:32]=[CH:31][C:29]=3[N:30]=2)=CC=1, predict the reaction product. The product is: [Cl:1][C:2]1[CH:10]=[CH:9][C:8]([C:11]2[S:15][CH:14]=[N:13][CH:12]=2)=[CH:7][C:3]=1[C:4]([NH:6][C:24](=[O:23])[NH:25][C:26]1[S:27][C:28]2[CH:34]=[C:33]([S:35]([CH3:38])(=[O:37])=[O:36])[CH:32]=[CH:31][C:29]=2[N:30]=1)=[O:5]. (4) Given the reactants [Br:1][C:2]1[S:19][C:5]2=[CH:6][N:7]=[C:8](S(C3C=CC=CC=3)(=O)=O)[CH:9]=[C:4]2[CH:3]=1.[O:20]1[CH2:24][CH2:23][CH2:22][CH2:21]1.C(O)(=O)C.C(OCC)(=O)C, predict the reaction product. The product is: [Br:1][C:2]1[S:19][C:5]2=[CH:6][N:7]=[C:8]([O:20][CH2:21][CH2:22][CH2:23][CH3:24])[CH:9]=[C:4]2[CH:3]=1. (5) The product is: [F:1][C:2]1[C:10]([N+:11]([O-:13])=[O:12])=[CH:9][CH:8]=[C:7]([F:14])[C:3]=1[C:4]([O:6][CH3:17])=[O:5]. Given the reactants [F:1][C:2]1[C:10]([N+:11]([O-:13])=[O:12])=[CH:9][CH:8]=[C:7]([F:14])[C:3]=1[C:4]([OH:6])=[O:5].[N+](=[CH2:17])=[N-].[Si](C=[N+]=[N-])(C)(C)C.N#N, predict the reaction product. (6) Given the reactants [F:1][C:2]1[CH:7]=[CH:6][C:5]([O:8][CH3:9])=[CH:4][C:3]=1[C:10]1[C:11]([O:18][CH2:19][CH:20]([CH3:22])[CH3:21])=[N:12][C:13]([C:16]#N)=[N:14][CH:15]=1.S(=O)(=O)(O)[OH:24].[CH2:28]([OH:30])[CH3:29], predict the reaction product. The product is: [F:1][C:2]1[CH:7]=[CH:6][C:5]([O:8][CH3:9])=[CH:4][C:3]=1[C:10]1[C:11]([O:18][CH2:19][CH:20]([CH3:21])[CH3:22])=[N:12][C:13]([C:16]([O:30][CH2:28][CH3:29])=[O:24])=[N:14][CH:15]=1. (7) The product is: [CH:15]([C:14]1[CH:17]=[CH:18][C:11]([O:10][C:2]2[CH:9]=[CH:8][C:5]([C:6]#[N:7])=[CH:4][CH:3]=2)=[CH:12][CH:13]=1)=[O:16]. Given the reactants F[C:2]1[CH:9]=[CH:8][C:5]([C:6]#[N:7])=[CH:4][CH:3]=1.[OH:10][C:11]1[CH:18]=[CH:17][C:14]([CH:15]=[O:16])=[CH:13][CH:12]=1.C(=O)([O-])[O-].[K+].[K+], predict the reaction product. (8) Given the reactants [OH:1][N:2]=[C:3]([NH2:10])[C:4]1[CH:9]=[CH:8][CH:7]=[N:6][CH:5]=1.[C:11]([C:13]1[CH:21]=[CH:20][C:16]([C:17](Cl)=O)=[CH:15][CH:14]=1)#[N:12].N, predict the reaction product. The product is: [N:6]1[CH:7]=[CH:8][CH:9]=[C:4]([C:3]2[N:10]=[C:17]([C:16]3[CH:20]=[CH:21][C:13]([C:11]#[N:12])=[CH:14][CH:15]=3)[O:1][N:2]=2)[CH:5]=1. (9) Given the reactants [O:1]=[C:2]1[C:10]2[C:5](=[CH:6][CH:7]=[CH:8][CH:9]=2)[C:4](=[O:11])[N:3]1[CH:12]1[CH2:17][CH2:16][C:15](=O)N(CCC2C=CC=CC=2)C1=O.[CH2:28]1[CH:35](N2C(=O)C3C(=CC=CC=3)C2=O)C(=O)O[C:30](=O)[CH2:29]1.C(N)CC1C=CC=CC=1, predict the reaction product. The product is: [CH2:12]([N:3]1[C:4](=[O:11])[C:5]2=[CH:6][CH:7]=[CH:8][CH:9]=[C:10]2[C:2]1=[O:1])[CH2:17][C:16]1[CH:15]=[CH:30][CH:29]=[CH:28][CH:35]=1. (10) Given the reactants Cl[C:2]1[CH:3]=[C:4]([C:17]2[N:21]([CH2:22][O:23][CH2:24][CH2:25][Si:26]([CH3:29])([CH3:28])[CH3:27])[C:20]3[CH:30]=[C:31]([Cl:34])[CH:32]=[CH:33][C:19]=3[N:18]=2)[C:5](=[O:16])[N:6]([CH2:8][O:9][CH2:10][CH2:11][Si:12]([CH3:15])([CH3:14])[CH3:13])[N:7]=1.[CH3:35][C:36]1[CH:41]=[C:40](B2OC(C)(C)C(C)(C)O2)[CH:39]=[C:38]([CH3:51])[C:37]=1[OH:52].C(=O)([O-])[O-].[Na+].[Na+], predict the reaction product. The product is: [Cl:34][C:31]1[CH:32]=[CH:33][C:19]2[N:18]=[C:17]([C:4]3[C:5](=[O:16])[N:6]([CH2:8][O:9][CH2:10][CH2:11][Si:12]([CH3:13])([CH3:14])[CH3:15])[N:7]=[C:2]([C:40]4[CH:39]=[C:38]([CH3:51])[C:37]([OH:52])=[C:36]([CH3:35])[CH:41]=4)[CH:3]=3)[N:21]([CH2:22][O:23][CH2:24][CH2:25][Si:26]([CH3:29])([CH3:27])[CH3:28])[C:20]=2[CH:30]=1.